Dataset: Catalyst prediction with 721,799 reactions and 888 catalyst types from USPTO. Task: Predict which catalyst facilitates the given reaction. (1) Reactant: Cl[C:2]1[C:7]([CH:8]([CH2:13][CH2:14][CH3:15])[C:9]([O:11][CH3:12])=[O:10])=[C:6]([CH3:16])[N:5]=[C:4]([C:17]2[CH:22]=[CH:21][CH:20]=[CH:19][CH:18]=2)[N:3]=1.C(N(CC)C(C)C)(C)C.CC1(C)C(C)(C)OB([C:40]2[CH:48]=[C:47]3[C:43]([CH2:44][C:45](=[O:49])[NH:46]3)=[CH:42][CH:41]=2)O1. Product: [CH3:16][C:6]1[C:7]([CH:8]([CH2:13][CH2:14][CH3:15])[C:9]([O:11][CH3:12])=[O:10])=[C:2]([C:40]2[CH:48]=[C:47]3[C:43]([CH2:44][C:45](=[O:49])[NH:46]3)=[CH:42][CH:41]=2)[N:3]=[C:4]([C:17]2[CH:22]=[CH:21][CH:20]=[CH:19][CH:18]=2)[N:5]=1. The catalyst class is: 108. (2) Reactant: [Br:1][C:2]1[CH:3]=[CH:4][C:5]([O:26][CH2:27][CH3:28])=[C:6]([CH:25]=1)[C:7]([NH:9][C@H:10]([CH2:15][C:16]1[C:24]2[C:19](=[CH:20][CH:21]=[CH:22][CH:23]=2)[NH:18][CH:17]=1)[C:11](OC)=[O:12])=[O:8].[BH4-].[Li+].Cl. Product: [Br:1][C:2]1[CH:3]=[CH:4][C:5]([O:26][CH2:27][CH3:28])=[C:6]([CH:25]=1)[C:7]([NH:9][C@@H:10]([CH2:11][OH:12])[CH2:15][C:16]1[C:24]2[C:19](=[CH:20][CH:21]=[CH:22][CH:23]=2)[NH:18][CH:17]=1)=[O:8]. The catalyst class is: 1. (3) Reactant: [OH:1][C:2]([CH3:26])([CH3:25])[CH2:3][C:4]1[CH:5]=[C:6]([CH:22]=[CH:23][CH:24]=1)[O:7][C:8]1[CH2:12][N:11]([C@@H:13]([CH2:17][CH:18]([CH3:20])[CH3:19])[C:14]([OH:16])=O)[C:10](=[O:21])[CH:9]=1.Cl.[OH:28][C@@H:29]([CH2:59]O)[CH2:30][N:31]1[CH:35]=[CH:34][C:33]([NH:36]C(=O)[C@@H](N2CC(OC3C=CC=C(Cl)C=3Cl)=CC2=O)CC(C)C)=[N:32]1.[CH:61](N(CC)C(C)C)(C)C.F[P-](F)(F)(F)(F)F.N1(O[P+](N(C)C)(N(C)C)N(C)C)C2C=CC=CC=2N=N1. Product: [OH:28][C:29]([CH3:59])([CH3:61])[CH2:30][N:31]1[CH:35]=[CH:34][C:33]([NH:36][C:14](=[O:16])[C@@H:13]([N:11]2[CH2:12][C:8]([O:7][C:6]3[CH:22]=[CH:23][CH:24]=[C:4]([CH2:3][C:2]([OH:1])([CH3:26])[CH3:25])[CH:5]=3)=[CH:9][C:10]2=[O:21])[CH2:17][CH:18]([CH3:20])[CH3:19])=[N:32]1. The catalyst class is: 9. (4) Reactant: [F:1][C:2]1[CH:26]=[CH:25][CH:24]=[CH:23][C:3]=1[CH2:4][N:5]1[C:9]2=[N:10][CH:11]=[CH:12][CH:13]=[C:8]2[C:7]([C:14]2[N:19]=[C:18]([NH2:20])[C:17]([NH2:21])=[C:16]([CH3:22])[N:15]=2)=[N:6]1.Cl[C:28]([O:30][CH3:31])=[O:29]. Product: [CH:28]([OH:30])=[O:29].[NH2:20][C:18]1[C:17]([NH:21][C:28](=[O:29])[O:30][CH3:31])=[C:16]([CH3:22])[N:15]=[C:14]([C:7]2[C:8]3[C:9](=[N:10][CH:11]=[CH:12][CH:13]=3)[N:5]([CH2:4][C:3]3[CH:23]=[CH:24][CH:25]=[CH:26][C:2]=3[F:1])[N:6]=2)[N:19]=1. The catalyst class is: 529.